From a dataset of Full USPTO retrosynthesis dataset with 1.9M reactions from patents (1976-2016). Predict the reactants needed to synthesize the given product. (1) The reactants are: [H-].[Na+].[F:3][C:4]([S:7][C:8]1[CH:13]=[CH:12][C:11]([C:14]2[N:18]=[C:17]([C:19]3[CH:20]=[CH:21][C:22](=[O:25])[NH:23][CH:24]=3)[O:16][N:15]=2)=[CH:10][CH:9]=1)([F:6])[F:5].[Br:26][C:27]1[CH:28]=[C:29]([CH:32]=[CH:33][CH:34]=1)[CH2:30]Br. Given the product [Br:26][C:27]1[CH:28]=[C:29]([CH:32]=[CH:33][CH:34]=1)[CH2:30][N:23]1[CH:24]=[C:19]([C:17]2[O:16][N:15]=[C:14]([C:11]3[CH:10]=[CH:9][C:8]([S:7][C:4]([F:5])([F:3])[F:6])=[CH:13][CH:12]=3)[N:18]=2)[CH:20]=[CH:21][C:22]1=[O:25], predict the reactants needed to synthesize it. (2) Given the product [F:1][C:2]1[CH:3]=[C:4]([CH:7]=[C:8]([F:14])[C:9]=1[O:10][CH2:11][C:12]#[CH:13])[C:5]([OH:23])=[O:6], predict the reactants needed to synthesize it. The reactants are: [F:1][C:2]1[CH:3]=[C:4]([CH:7]=[C:8]([F:14])[C:9]=1[O:10][CH2:11][C:12]#[CH:13])[CH:5]=[O:6].ClC1C=CC=C(C(OO)=[O:23])C=1.S([O-])([O-])=O.[Na+].[Na+]. (3) Given the product [C:1]([O:5][C:6]([N:8]1[CH2:13][CH2:12][N:11]([C:14]2[S:15][CH:16]=[C:17]([CH2:19][Cl:34])[N:18]=2)[CH2:10][CH2:9]1)=[O:7])([CH3:4])([CH3:3])[CH3:2], predict the reactants needed to synthesize it. The reactants are: [C:1]([O:5][C:6]([N:8]1[CH2:13][CH2:12][N:11]([C:14]2[S:15][CH:16]=[C:17]([CH2:19]O)[N:18]=2)[CH2:10][CH2:9]1)=[O:7])([CH3:4])([CH3:3])[CH3:2].CCN(C(C)C)C(C)C.CS([Cl:34])(=O)=O. (4) Given the product [OH:55][C@@H:56]([C:57]1[CH:34]=[CH:33][CH:32]=[CH:31][CH:30]=1)[C@H:50]([NH:47][C:15](=[O:17])[C@H:14]([CH3:18])[C@H:13]([C@@H:9]1[CH2:10][CH2:11][CH2:12][N:8]1[C:6]([O:5][C:1]([CH3:2])([CH3:3])[CH3:4])=[O:7])[O:19][CH3:20])[CH3:51], predict the reactants needed to synthesize it. The reactants are: [C:1]([O:5][C:6]([N:8]1[CH2:12][CH2:11][CH2:10][C@H:9]1[C@H:13]([O:19][CH3:20])[C@@H:14]([CH3:18])[C:15]([OH:17])=O)=[O:7])([CH3:4])([CH3:3])[CH3:2].CN(C(ON1N=N[C:31]2[CH:32]=[CH:33][CH:34]=N[C:30]1=2)=[N+](C)C)C.F[P-](F)(F)(F)(F)F.C([N:47]([CH2:50][CH3:51])CC)C.C([O:55][CH2:56][CH3:57])(=O)C. (5) Given the product [CH:2]1([CH:15]([OH:17])[CH3:16])[CH2:9][CH2:8][CH2:7][CH2:6][CH2:5][CH:4]=[CH:3]1, predict the reactants needed to synthesize it. The reactants are: Br[CH:2]1[CH2:9][CH2:8][CH2:7][CH2:6][CH2:5][CH:4]=[CH:3]1.C([Mg]Cl)(C)C.[CH:15](=[O:17])[CH3:16].Cl. (6) Given the product [Cl:43][C:44]1[N:48]2[CH:49]=[C:50]([C:57]3[CH:61]=[CH:60][O:59][CH:58]=3)[CH:51]=[C:52]([C:53]([F:56])([F:55])[F:54])[C:47]2=[N:46][C:45]=1[C:14]([N:4]1[CH2:5][CH2:6][CH:7]([N:8]2[CH2:12][CH2:11][O:10][C:9]2=[O:13])[C:2]([CH3:1])([CH3:21])[CH2:3]1)=[O:16], predict the reactants needed to synthesize it. The reactants are: [CH3:1][C:2]1([CH3:21])[CH:7]([N:8]2[CH2:12][CH2:11][O:10][C:9]2=[O:13])[CH2:6][CH2:5][N:4]([C:14]([O:16]C(C)(C)C)=O)[CH2:3]1.C(O)(C(F)(F)F)=O.CC1(C)C(N2CCOC2=O)CCNC1.[Cl:43][C:44]1[N:48]2[CH:49]=[C:50]([C:57]3[CH:61]=[CH:60][O:59][CH:58]=3)[CH:51]=[C:52]([C:53]([F:56])([F:55])[F:54])[C:47]2=[N:46][C:45]=1C(O)=O.CN(C(ON1N=NC2C=CC=NC1=2)=[N+](C)C)C.F[P-](F)(F)(F)(F)F.CCN(C(C)C)C(C)C.